This data is from Forward reaction prediction with 1.9M reactions from USPTO patents (1976-2016). The task is: Predict the product of the given reaction. (1) Given the reactants [CH:1]1([N:6]2[CH2:12][C:11]([F:14])([F:13])[C:10](=[O:15])[N:9]([CH3:16])[C:8]3[CH:17]=[N:18][C:19]([NH:21][C:22]4[CH:30]=[CH:29][C:25]([C:26](O)=[O:27])=[CH:24][C:23]=4[F:31])=[N:20][C:7]2=3)[CH2:5][CH2:4][CH2:3][CH2:2]1.ON1C2C=CC=CC=2N=N1.F[P-](F)(F)(F)(F)F.CN(C(N(C)C)=[N+]1C2C=CC=CC=2[N+]([O-])=N1)C.C(N(C(C)C)CC)(C)C.[NH2:75][CH:76]1[CH2:81][CH2:80][N:79]([C:82]([O:84][C:85]([CH3:88])([CH3:87])[CH3:86])=[O:83])[CH2:78][CH2:77]1, predict the reaction product. The product is: [C:85]([O:84][C:82]([N:79]1[CH2:78][CH2:77][CH:76]([NH:75][C:26](=[O:27])[C:25]2[CH:29]=[CH:30][C:22]([NH:21][C:19]3[N:18]=[CH:17][C:8]4[N:9]([CH3:16])[C:10](=[O:15])[C:11]([F:13])([F:14])[CH2:12][N:6]([CH:1]5[CH2:5][CH2:4][CH2:3][CH2:2]5)[C:7]=4[N:20]=3)=[C:23]([F:31])[CH:24]=2)[CH2:81][CH2:80]1)=[O:83])([CH3:88])([CH3:87])[CH3:86]. (2) Given the reactants [Cl-:1].[NH3+:2][CH2:3][CH2:4][CH2:5][CH2:6][C:7]([C:9]1[CH:10]=[NH+:11][CH:12]=[CH:13][CH:14]=1)=O.[Cl-].[Cl:16][C:17]1[CH:22]=[CH:21][C:20]([C:23]2[O:29][C:26]([CH:27]=O)=[CH:25][CH:24]=2)=[C:19]([N+:30]([O-:32])=[O:31])[CH:18]=1.Cl, predict the reaction product. The product is: [ClH:16].[ClH:1].[Cl:16][C:17]1[CH:22]=[CH:21][C:20]([C:23]2[O:29][C:26]([CH:27]=[C:6]3[CH2:5][CH2:4][CH2:3][N:2]=[C:7]3[C:9]3[CH:10]=[N:11][CH:12]=[CH:13][CH:14]=3)=[CH:25][CH:24]=2)=[C:19]([N+:30]([O-:32])=[O:31])[CH:18]=1. (3) Given the reactants [Br:1][C:2]1[CH:3]=[C:4]2[C:9](=[CH:10][CH:11]=1)[C:8](=[O:12])[NH:7][CH:6]=[C:5]2[S:13](Cl)(=O)=O.C1(P(C2C=CC=CC=2)C2C=CC=CC=2)C=CC=CC=1.O.Cl, predict the reaction product. The product is: [Br:1][C:2]1[CH:3]=[C:4]2[C:9](=[CH:10][CH:11]=1)[C:8](=[O:12])[NH:7][CH:6]=[C:5]2[SH:13]. (4) Given the reactants Cl[C:2]1[CH:3]=[C:4]([C:12]([F:15])([F:14])[F:13])[C:5]2[C:6](=[N:8][N:9]([CH3:11])[CH:10]=2)[N:7]=1.COCCOC.O.[NH2:23][C:24]1[CH:31]=[CH:30][C:29](B2OC(C)(C)C(C)(C)O2)=[CH:28][C:25]=1[C:26]#[N:27].O.O.P([O-])([O-])([O-])=O.[K+].[K+].[K+], predict the reaction product. The product is: [NH2:23][C:24]1[CH:31]=[CH:30][C:29]([C:2]2[CH:3]=[C:4]([C:12]([F:15])([F:14])[F:13])[C:5]3[C:6](=[N:8][N:9]([CH3:11])[CH:10]=3)[N:7]=2)=[CH:28][C:25]=1[C:26]#[N:27]. (5) Given the reactants C(OC(=O)[NH:7][C:8]1[CH:13]=[CH:12][C:11]([C:14]([F:17])([F:16])[F:15])=[CH:10][C:9]=1[NH:18][C:19](=[O:38])[CH2:20][C:21]([C:23]1[CH:28]=[CH:27][CH:26]=[C:25]([C:29]2[C:34]([CH2:35][CH3:36])=[CH:33][N:32]=[C:31]([CH3:37])[CH:30]=2)[CH:24]=1)=O)(C)(C)C.C(O)(C(F)(F)F)=O, predict the reaction product. The product is: [CH2:35]([C:34]1[C:29]([C:25]2[CH:24]=[C:23]([C:21]3[CH2:20][C:19](=[O:38])[NH:18][C:9]4[CH:10]=[C:11]([C:14]([F:16])([F:17])[F:15])[CH:12]=[CH:13][C:8]=4[N:7]=3)[CH:28]=[CH:27][CH:26]=2)=[CH:30][C:31]([CH3:37])=[N:32][CH:33]=1)[CH3:36]. (6) Given the reactants [CH2:1]([O:8][C:9]1[C:17]([CH3:18])=[CH:16][C:12]([C:13](O)=[O:14])=[CH:11][C:10]=1[CH2:19][CH3:20])[C:2]1[CH:7]=[CH:6][CH:5]=[CH:4][CH:3]=1.S(Cl)(Cl)=O.O.[NH2:26][NH2:27], predict the reaction product. The product is: [CH2:1]([O:8][C:9]1[C:17]([CH3:18])=[CH:16][C:12]([C:13]([NH:26][NH2:27])=[O:14])=[CH:11][C:10]=1[CH2:19][CH3:20])[C:2]1[CH:7]=[CH:6][CH:5]=[CH:4][CH:3]=1. (7) Given the reactants [NH2:1][C:2]([CH3:29])([CH3:28])[C:3]#[C:4][C:5]1[CH:10]=[CH:9][C:8]([C:11]2[CH:16]=[CH:15][N:14]=[C:13]([NH:17][CH:18]3[CH2:23][C:22]([CH3:25])([CH3:24])[NH:21][C:20]([CH3:27])([CH3:26])[CH2:19]3)[N:12]=2)=[CH:7][CH:6]=1, predict the reaction product. The product is: [NH2:1][C:2]([CH3:29])([CH3:28])[CH2:3][CH2:4][C:5]1[CH:10]=[CH:9][C:8]([C:11]2[CH:16]=[CH:15][N:14]=[C:13]([NH:17][CH:18]3[CH2:23][C:22]([CH3:25])([CH3:24])[NH:21][C:20]([CH3:27])([CH3:26])[CH2:19]3)[N:12]=2)=[CH:7][CH:6]=1. (8) Given the reactants [Br:1][C:2]1[CH:7]=[CH:6][C:5]([CH:8](Cl)[CH2:9][CH2:10][C:11]([F:14])([F:13])[F:12])=[C:4]([CH3:16])[CH:3]=1.C(=O)([O-])[O-].[Na+].[Na+].[NH2:23][C:24]1[CH:33]=[CH:32][C:27]([C:28]([O:30][CH3:31])=[O:29])=[CH:26][CH:25]=1.[I-].[Na+], predict the reaction product. The product is: [Br:1][C:2]1[CH:7]=[CH:6][C:5]([CH:8]([NH:23][C:24]2[CH:25]=[CH:26][C:27]([C:28]([O:30][CH3:31])=[O:29])=[CH:32][CH:33]=2)[CH2:9][CH2:10][C:11]([F:14])([F:13])[F:12])=[C:4]([CH3:16])[CH:3]=1. (9) Given the reactants [C:1]([O:4][C:5]([CH3:8])([CH3:7])[CH3:6])(=[O:3])[CH3:2].[CH:9]12[CH:18]3[CH2:19][CH:15]([CH:16]=[CH:17]3)[CH:14]1[CH:13]1[CH2:20][CH:10]2[CH:11]([CH:21]=[O:22])[CH2:12]1, predict the reaction product. The product is: [OH:22][CH:21]([CH:11]1[CH2:12][CH:13]2[CH2:20][CH:10]1[CH:9]1[CH:14]2[CH:15]2[CH2:19][CH:18]1[CH:17]=[CH:16]2)[CH2:2][C:1]([O:4][C:5]([CH3:8])([CH3:7])[CH3:6])=[O:3].